This data is from Full USPTO retrosynthesis dataset with 1.9M reactions from patents (1976-2016). The task is: Predict the reactants needed to synthesize the given product. (1) Given the product [NH2:37][C:36]([NH:38][C:39]1[S:40][CH:41]=[C:42]([C:44]([NH:13][C:14]2[C:27]3[C:18](=[CH:19][C:20]4[C:25]([CH:26]=3)=[CH:24][CH:23]=[CH:22][CH:21]=4)[CH:17]=[CH:16][CH:15]=2)=[O:45])[N:43]=1)=[NH:35], predict the reactants needed to synthesize it. The reactants are: Cl.C(N=C=NCCCN(C)C)C.[NH2:13][C:14]1[C:27]2[C:18](=[CH:19][C:20]3[C:25]([CH:26]=2)=[CH:24][CH:23]=[CH:22][CH:21]=3)[CH:17]=[CH:16][CH:15]=1.C(OC([NH:35][C:36]([NH:38][C:39]1[S:40][CH:41]=[C:42]([C:44](O)=[O:45])[N:43]=1)=[NH:37])=O)(C)(C)C. (2) The reactants are: [CH:1]1[C:10]2[C:5](=[CH:6][CH:7]=[CH:8][CH:9]=2)[CH:4]=[CH:3][N:2]=1.[CH3:11][N:12]1[C:20]2[C:15](=[CH:16][CH:17]=[CH:18][CH:19]=2)[C:14](=[O:21])[C:13]1=[O:22].FC(F)(F)S(O[C:29]1[C:38]2[C:33](=[CH:34][CH:35]=[CH:36][CH:37]=2)[CH:32]=[CH:31][C:30]=1[Si](C)(C)C)(=O)=O.[F-].[K+].O1CCOCCOCCOCCOCCOCC1. Given the product [CH3:11][N:12]1[C:20]2[C:15](=[CH:16][CH:17]=[CH:18][CH:19]=2)[C:14]2([O:21][CH:1]3[C:10]4[C:5]([CH:4]=[CH:3][N:2]3[C:36]3[CH:35]=[CH:34][C:33]5[CH:32]=[CH:31][CH:30]=[CH:29][C:38]=5[C:37]2=3)=[CH:6][CH:7]=[CH:8][CH:9]=4)[C:13]1=[O:22], predict the reactants needed to synthesize it. (3) Given the product [F:28][C:29]1[CH:30]=[CH:31][C:32]([C:35]2[CH:39]=[N:38][N:37]([CH2:2][C@H:3]3[N:7]([C:8]([C:10]4[CH:15]=[C:14]([CH3:16])[CH:13]=[CH:12][C:11]=4[N:17]4[N:18]=[CH:19][CH:20]=[N:21]4)=[O:9])[CH2:6][C@H:5]([CH3:22])[O:4]3)[CH:36]=2)=[N:33][CH:34]=1, predict the reactants needed to synthesize it. The reactants are: O[CH2:2][C@H:3]1[N:7]([C:8]([C:10]2[CH:15]=[C:14]([CH3:16])[CH:13]=[CH:12][C:11]=2[N:17]2[N:21]=[CH:20][CH:19]=[N:18]2)=[O:9])[CH2:6][C@H:5]([CH3:22])[O:4]1.CS(Cl)(=O)=O.[F:28][C:29]1[CH:30]=[CH:31][C:32]([C:35]2[CH:36]=[N:37][NH:38][CH:39]=2)=[N:33][CH:34]=1.C([O-])([O-])=O.[Cs+].[Cs+]. (4) Given the product [F:1][C:2]1[CH:3]=[CH:4][C:5]([CH:8]([C:22]2[CH:23]=[CH:24][C:25]([F:28])=[CH:26][CH:27]=2)[CH2:9][CH2:10][CH2:11][N:12]2[CH2:21][CH2:20][C:15]([OH:19])([OH:16])[CH2:14][CH2:13]2)=[CH:6][CH:7]=1, predict the reactants needed to synthesize it. The reactants are: [F:1][C:2]1[CH:7]=[CH:6][C:5]([CH:8]([C:22]2[CH:27]=[CH:26][C:25]([F:28])=[CH:24][CH:23]=2)[CH2:9][CH2:10][CH2:11][N:12]2[CH2:21][CH2:20][C:15]3([O:19]CC[O:16]3)[CH2:14][CH2:13]2)=[CH:4][CH:3]=1. (5) The reactants are: [CH3:1][NH2:2].[Br:3][C:4]1[C:13]([O:14][CH3:15])=[CH:12][CH:11]=[C:10]2[C:5]=1[CH:6]=[CH:7][C:8]([CH:16]=O)=[CH:9]2.[O-]S([O-])(=O)=O.[Mg+2]. Given the product [Br:3][C:4]1[C:13]([O:14][CH3:15])=[CH:12][CH:11]=[C:10]2[C:5]=1[CH:6]=[CH:7][C:8]([CH:16]=[N:2][CH3:1])=[CH:9]2, predict the reactants needed to synthesize it. (6) Given the product [CH:1](=[N:10][OH:11])[C:2]1[CH:7]=[CH:6][CH:5]=[CH:4][CH:3]=1, predict the reactants needed to synthesize it. The reactants are: [CH:1](=O)[C:2]1[CH:7]=[CH:6][CH:5]=[CH:4][CH:3]=1.Cl.[NH2:10][OH:11].C(=O)([O-])[O-].[Na+].[Na+].[Cl-].[Na+]. (7) Given the product [ClH:35].[ClH:35].[CH2:1]([O:8][C:9]1[CH:14]=[CH:13][C:12]([C:15]2[CH:20]=[C:19]([O:21][CH2:22][CH2:23][CH2:24][N:25]3[CH2:30][CH2:29][CH2:28][CH2:27][CH2:26]3)[N:18]=[N:17][C:16]=2[CH2:31][CH2:32][CH2:33][CH3:34])=[CH:11][CH:10]=1)[C:2]1[CH:3]=[CH:4][CH:5]=[CH:6][CH:7]=1, predict the reactants needed to synthesize it. The reactants are: [CH2:1]([O:8][C:9]1[CH:14]=[CH:13][C:12]([C:15]2[CH:20]=[C:19]([O:21][CH2:22][CH2:23][CH2:24][N:25]3[CH2:30][CH2:29][CH2:28][CH2:27][CH2:26]3)[N:18]=[N:17][C:16]=2[CH2:31][CH2:32][CH2:33][CH3:34])=[CH:11][CH:10]=1)[C:2]1[CH:7]=[CH:6][CH:5]=[CH:4][CH:3]=1.[ClH:35].